Dataset: Full USPTO retrosynthesis dataset with 1.9M reactions from patents (1976-2016). Task: Predict the reactants needed to synthesize the given product. (1) Given the product [OH:19][CH:18]1[C:17]([CH3:23])=[C:3]([O:2][CH3:1])[C:4](=[O:5])[N:6]1[C:7]1[CH:12]=[C:11]([C:13]([F:16])([F:15])[F:14])[CH:10]=[CH:9][N:8]=1, predict the reactants needed to synthesize it. The reactants are: [CH3:1][O:2]/[C:3](=[C:17](/[CH3:23])\[CH:18](OC)[O:19]C)/[C:4]([NH:6][C:7]1[CH:12]=[C:11]([C:13]([F:16])([F:15])[F:14])[CH:10]=[CH:9][N:8]=1)=[O:5].CC(OCC1C2C(=CC=CC=2)C(COC(C)=O)=C2C=1C=CC=C2)=O. (2) Given the product [CH2:1]([O:3][C:4]([N:6]1[C:15]2[C:10](=[CH:11][CH:12]=[CH:13][CH:14]=2)[N:9]([CH:16]([C:22]2[CH:27]=[C:26]([C:28]([F:29])([F:30])[F:31])[CH:25]=[C:24]([C:32]([F:34])([F:35])[F:33])[CH:23]=2)[C:17]2[N:18]=[N:19][N:20]([CH3:38])[N:21]=2)[CH2:8][CH:7]1[CH2:36][CH3:37])=[O:5])[CH3:2], predict the reactants needed to synthesize it. The reactants are: [CH2:1]([O:3][C:4]([N:6]1[C:15]2[C:10](=[CH:11][CH:12]=[CH:13][CH:14]=2)[N:9]([CH:16]([C:22]2[CH:27]=[C:26]([C:28]([F:31])([F:30])[F:29])[CH:25]=[C:24]([C:32]([F:35])([F:34])[F:33])[CH:23]=2)[C:17]2[N:18]=[N:19][NH:20][N:21]=2)[CH2:8][CH:7]1[CH2:36][CH3:37])=[O:5])[CH3:2].[C:38]([O-])([O-])=O.[K+].[K+].CI. (3) The reactants are: C(OC(=O)[NH:7][C:8]1[N:9]=[C:10]2[CH:15]=[CH:14][C:13]([O:16][C:17]3[CH:22]=[CH:21][CH:20]=[C:19]([NH:23][C:24](=[O:35])[C:25]4[CH:30]=[CH:29][CH:28]=[C:27]([C:31]([F:34])([F:33])[F:32])[CH:26]=4)[CH:18]=3)=[N:12][N:11]2[CH:36]=1)(C)(C)C.Cl.C(OCC)(=O)C. Given the product [NH2:7][C:8]1[N:9]=[C:10]2[CH:15]=[CH:14][C:13]([O:16][C:17]3[CH:18]=[C:19]([NH:23][C:24](=[O:35])[C:25]4[CH:30]=[CH:29][CH:28]=[C:27]([C:31]([F:34])([F:33])[F:32])[CH:26]=4)[CH:20]=[CH:21][CH:22]=3)=[N:12][N:11]2[CH:36]=1, predict the reactants needed to synthesize it. (4) Given the product [CH2:24]([O:26][C:42]1[CH:43]=[CH:44][C:45]([N:4]2[CH2:3][CH2:2][N:1]([S:7]([C:10]3([C:16]([O:18][C:19]([CH3:22])([CH3:21])[CH3:20])=[O:17])[CH2:15][CH2:14][O:13][CH2:12][CH2:11]3)(=[O:9])=[O:8])[CH2:6][CH2:5]2)=[CH:46][CH:47]=1)[CH3:23], predict the reactants needed to synthesize it. The reactants are: [N:1]1([S:7]([C:10]2([C:16]([O:18][C:19]([CH3:22])([CH3:21])[CH3:20])=[O:17])[CH2:15][CH2:14][O:13][CH2:12][CH2:11]2)(=[O:9])=[O:8])[CH2:6][CH2:5][NH:4][CH2:3][CH2:2]1.[CH3:23][C:24](C)([O-:26])C.[Na+].C(P(C(C)(C)C)C(C)(C)C)(C)(C)C.[C:42]1(C)[CH:47]=[CH:46][CH:45]=[CH:44][CH:43]=1. (5) Given the product [C:22]([O:26][C:27]([NH:29][C@@H:30]([CH2:31][C:32]([O:12][C:6]1[C:7]([CH3:11])=[CH:8][CH:9]=[CH:10][C:5]=1[S:4][S:3][CH2:1][CH3:2])=[O:33])[C:35]([O:36][C:37]([C:40]1[CH:41]=[CH:42][CH:43]=[CH:44][CH:45]=1)([CH3:39])[CH3:38])=[O:46])=[O:28])([CH3:25])([CH3:23])[CH3:24], predict the reactants needed to synthesize it. The reactants are: [CH2:1]([S:3][S:4][C:5]1[CH:10]=[CH:9][CH:8]=[C:7]([CH3:11])[C:6]=1[OH:12])[CH3:2].C(N=C=NC(C)C)(C)C.[C:22]([O:26][C:27]([NH:29][C@H:30]([C:35](=[O:46])[O:36][C:37]([C:40]1[CH:45]=[CH:44][CH:43]=[CH:42][CH:41]=1)([CH3:39])[CH3:38])[CH2:31][C:32](O)=[O:33])=[O:28])([CH3:25])([CH3:24])[CH3:23]. (6) Given the product [Cl:1][C:2]1[CH:3]=[C:4]2[C:8](=[CH:9][CH:10]=1)[N:7]([CH2:11][C:12]([O:14][CH3:15])=[O:13])[CH:6]=[C:5]2[CH2:25][C:22]1[CH:23]=[N:24][C:19]([O:18][CH3:17])=[CH:20][CH:21]=1, predict the reactants needed to synthesize it. The reactants are: [Cl:1][C:2]1[CH:3]=[C:4]2[C:8](=[CH:9][CH:10]=1)[N:7]([CH2:11][C:12]([O:14][CH3:15])=[O:13])[C:6](C)=[CH:5]2.[CH3:17][O:18][C:19]1[N:24]=[CH:23][C:22]([CH:25]=O)=[CH:21][CH:20]=1.C([SiH](CC)CC)C.FC(F)(F)C(O)=O. (7) Given the product [CH3:1][O:2][C:3]([C:5]1[CH:13]=[C:12]([I:14])[C:8]2[N:9]=[CH:10][N:11]([CH2:21][CH:22]([CH3:24])[CH3:23])[C:7]=2[CH:6]=1)=[O:4].[CH3:1][O:2][C:3]([C:5]1[CH:13]=[C:12]([I:14])[C:8]2[N:9]([CH2:21][CH:22]([CH3:24])[CH3:23])[CH:10]=[N:11][C:7]=2[CH:6]=1)=[O:4], predict the reactants needed to synthesize it. The reactants are: [CH3:1][O:2][C:3]([C:5]1[CH:13]=[C:12]([I:14])[C:8]2[N:9]=[CH:10][NH:11][C:7]=2[CH:6]=1)=[O:4].C([O-])([O-])=O.[Cs+].[Cs+].[CH2:21](Br)[CH:22]([CH3:24])[CH3:23]. (8) Given the product [F:1][C:2]1[C:3]([O:22][CH3:23])=[C:4]([C@H:8]([CH3:21])[CH2:9][C@:10]([OH:20])([C:16]([F:19])([F:18])[F:17])[CH:11]=[O:12])[CH:5]=[CH:6][CH:7]=1, predict the reactants needed to synthesize it. The reactants are: [F:1][C:2]1[C:3]([O:22][CH3:23])=[C:4]([CH:8]([CH3:21])[CH2:9][C:10]([OH:20])([C:16]([F:19])([F:18])[F:17])[C:11](OCC)=[O:12])[CH:5]=[CH:6][CH:7]=1.[H-].[Al+3].[Li+].[H-].[H-].[H-].C(OCC)(=O)C.O.